Dataset: Retrosynthesis with 50K atom-mapped reactions and 10 reaction types from USPTO. Task: Predict the reactants needed to synthesize the given product. Given the product CN1C2CCCC1CC(NC(=O)c1cccc3oc(-c4ccccc4)nc13)C2, predict the reactants needed to synthesize it. The reactants are: CN1C2CCCC1CC(N)C2.O=C(O)c1cccc2oc(-c3ccccc3)nc12.